Dataset: CYP2C19 inhibition data for predicting drug metabolism from PubChem BioAssay. Task: Regression/Classification. Given a drug SMILES string, predict its absorption, distribution, metabolism, or excretion properties. Task type varies by dataset: regression for continuous measurements (e.g., permeability, clearance, half-life) or binary classification for categorical outcomes (e.g., BBB penetration, CYP inhibition). Dataset: cyp2c19_veith. (1) The drug is O=C(NNC(=O)c1cc(-c2ccc(Cl)c(Cl)c2)nc2ccccc12)Nc1ccccc1. The result is 1 (inhibitor). (2) The drug is Cc1ccc(S(=O)(=O)ON=C2CCN(S(=O)(=O)c3ccccc3)CC2)cc1. The result is 0 (non-inhibitor). (3) The drug is CC1(C)OC(=O)C(=CNc2cccc(O)c2)C(=O)O1. The result is 0 (non-inhibitor). (4) The drug is O=C(CSc1nccn1-c1ccccc1)c1ccc(Cl)cc1. The result is 1 (inhibitor). (5) The drug is Cc1[nH]nc(-c2ccc(OCc3cnn(-c4ccccc4)c3)cc2O)c1Oc1ccc(F)cc1. The result is 1 (inhibitor). (6) The compound is COc1ccc(-c2cc(C(F)(F)F)n3nc(C(=O)N4CCCCC4)cc3n2)cc1. The result is 1 (inhibitor). (7) The molecule is O=C(Nc1cccc(F)c1)N1CCCC2(CCN(C(=O)c3cc(C(F)(F)F)cc(C(F)(F)F)c3)CC2)C1. The result is 0 (non-inhibitor).